Dataset: NCI-60 drug combinations with 297,098 pairs across 59 cell lines. Task: Regression. Given two drug SMILES strings and cell line genomic features, predict the synergy score measuring deviation from expected non-interaction effect. (1) Drug 1: C1=C(C(=O)NC(=O)N1)N(CCCl)CCCl. Drug 2: C1=CC(=CC=C1CC(C(=O)O)N)N(CCCl)CCCl.Cl. Cell line: 786-0. Synergy scores: CSS=50.1, Synergy_ZIP=10.4, Synergy_Bliss=12.5, Synergy_Loewe=11.6, Synergy_HSA=12.4. (2) Drug 1: CCCS(=O)(=O)NC1=C(C(=C(C=C1)F)C(=O)C2=CNC3=C2C=C(C=N3)C4=CC=C(C=C4)Cl)F. Drug 2: C1CN(P(=O)(OC1)NCCCl)CCCl. Cell line: HCT116. Synergy scores: CSS=-10.1, Synergy_ZIP=1.31, Synergy_Bliss=-7.30, Synergy_Loewe=-9.12, Synergy_HSA=-9.24. (3) Drug 1: C1CN(CCN1C(=O)CCBr)C(=O)CCBr. Drug 2: CCC1(C2=C(COC1=O)C(=O)N3CC4=CC5=C(C=CC(=C5CN(C)C)O)N=C4C3=C2)O.Cl. Cell line: NCI/ADR-RES. Synergy scores: CSS=28.5, Synergy_ZIP=-4.85, Synergy_Bliss=6.17, Synergy_Loewe=8.09, Synergy_HSA=8.63. (4) Drug 1: CNC(=O)C1=CC=CC=C1SC2=CC3=C(C=C2)C(=NN3)C=CC4=CC=CC=N4. Drug 2: C(CCl)NC(=O)N(CCCl)N=O. Cell line: SK-OV-3. Synergy scores: CSS=-1.65, Synergy_ZIP=1.17, Synergy_Bliss=0.839, Synergy_Loewe=-1.64, Synergy_HSA=-1.03. (5) Drug 1: C1=CC=C(C=C1)NC(=O)CCCCCCC(=O)NO. Drug 2: CN1C2=C(C=C(C=C2)N(CCCl)CCCl)N=C1CCCC(=O)O.Cl. Cell line: T-47D. Synergy scores: CSS=2.13, Synergy_ZIP=0.0397, Synergy_Bliss=2.20, Synergy_Loewe=-4.48, Synergy_HSA=-0.817. (6) Drug 1: CN1CCC(CC1)COC2=C(C=C3C(=C2)N=CN=C3NC4=C(C=C(C=C4)Br)F)OC. Drug 2: CCN(CC)CCNC(=O)C1=C(NC(=C1C)C=C2C3=C(C=CC(=C3)F)NC2=O)C. Cell line: HT29. Synergy scores: CSS=8.10, Synergy_ZIP=-0.265, Synergy_Bliss=3.13, Synergy_Loewe=0.103, Synergy_HSA=0.493.